Dataset: Catalyst prediction with 721,799 reactions and 888 catalyst types from USPTO. Task: Predict which catalyst facilitates the given reaction. (1) Reactant: [C:1]([C:3]1[CH:33]=[CH:32][C:6]([C:7]([NH:9][C:10]2[CH:31]=[CH:30][C:13]([CH2:14][N:15]3[C:23]4[C:18](=[CH:19][CH:20]=[CH:21][CH:22]=4)[C:17]([CH2:24][C:25]([O:27]CC)=[O:26])=[N:16]3)=[CH:12][CH:11]=2)=[O:8])=[CH:5][CH:4]=1)#[N:2].O.[OH-].[Li+].O.Cl. Product: [C:1]([C:3]1[CH:33]=[CH:32][C:6]([C:7]([NH:9][C:10]2[CH:31]=[CH:30][C:13]([CH2:14][N:15]3[C:23]4[C:18](=[CH:19][CH:20]=[CH:21][CH:22]=4)[C:17]([CH2:24][C:25]([OH:27])=[O:26])=[N:16]3)=[CH:12][CH:11]=2)=[O:8])=[CH:5][CH:4]=1)#[N:2]. The catalyst class is: 7. (2) Reactant: [CH3:1][O:2][CH:3]([C:10]1[CH:15]=[CH:14][CH:13]=[CH:12][CH:11]=1)[CH:4]1[CH2:9][CH2:8][NH:7][CH2:6][CH2:5]1.Br[C:17]1[CH:22]=[CH:21][C:20](F)=[CH:19][CH:18]=1.C(=O)([O-])[O-].[K+].[K+].O.[C:31]([O:34][CH2:35][CH3:36])(=[O:33])C. Product: [CH3:1][O:2][CH:3]([C:10]1[CH:15]=[CH:14][CH:13]=[CH:12][CH:11]=1)[CH:4]1[CH2:5][CH2:6][N:7]([C:17]2[CH:22]=[CH:21][C:20]([C:31]([O:34][CH2:35][CH3:36])=[O:33])=[CH:19][CH:18]=2)[CH2:8][CH2:9]1. The catalyst class is: 16. (3) Reactant: [Br:1][C:2]1[CH:7]=[C:6]([NH:8][C:9](=[O:26])[C:10]([CH2:24][CH3:25])([OH:23])[CH2:11][CH2:12][CH2:13][CH2:14][O:15][Si](C(C)(C)C)(C)C)[CH:5]=[CH:4][N:3]=1. Product: [Br:1][C:2]1[CH:7]=[C:6]([NH:8][C:9](=[O:26])[C:10]([CH2:24][CH3:25])([OH:23])[CH2:11][CH2:12][CH2:13][CH2:14][OH:15])[CH:5]=[CH:4][N:3]=1. The catalyst class is: 7. (4) Reactant: C[C:2]1([CH3:7])[CH:6]=[CH:5][CH:4]=[CH:3]1.[CH3:8][C:9]([CH3:11])=O.N1CCC[CH2:13]1.Cl. Product: [CH3:7][C:2]1[C:3](=[C:9]([CH3:11])[CH3:8])[CH:4]=[C:5]([CH3:13])[CH:6]=1. The catalyst class is: 5. (5) Reactant: [Cl:1][C:2]1[CH:11]=[C:10]([I:12])[CH:9]=[C:8]([F:13])[C:3]=1[C:4]([O:6]C)=[O:5].[Li+].[I-]. Product: [Cl:1][C:2]1[CH:11]=[C:10]([I:12])[CH:9]=[C:8]([F:13])[C:3]=1[C:4]([OH:6])=[O:5]. The catalyst class is: 17.